Predict the reaction yield, written as a fraction of the theoretical maximum amount of product (1.0 means a 100% yield; for example, 0.34 means a 34% yield). From a dataset of Reaction yield outcomes from USPTO patents with 853,638 reactions. (1) The reactants are [F:1][C:2]1[C:11]2[CH2:10][N:9]([C@H:12]([CH:16]([CH3:18])[CH3:17])[C:13]([OH:15])=O)[C:8](=[O:19])[C:7]3=[CH:20][NH:21][C:5]([C:6]=23)=[N:4][CH:3]=1.C1C=C2N=NN(O)C2=CC=1.O.CCN=C=NCCCN(C)C.Cl.[CH3:45][NH:46][CH2:47][CH2:48][S:49]([CH3:52])(=[O:51])=[O:50].CN1CCOCC1. The catalyst is CN(C=O)C. The product is [F:1][C:2]1[C:11]2[CH2:10][N:9]([C@H:12]([CH:16]([CH3:17])[CH3:18])[C:13]([N:46]([CH3:45])[CH2:47][CH2:48][S:49]([CH3:52])(=[O:51])=[O:50])=[O:15])[C:8](=[O:19])[C:7]3=[CH:20][NH:21][C:5]([C:6]=23)=[N:4][CH:3]=1. The yield is 0.570. (2) The reactants are OC1C=C(N[C:9]2[N:14]=[C:13]([NH:15][C:16]3[CH:21]=[CH:20][CH:19]=[C:18]([OH:22])[CH:17]=3)[C:12]([F:23])=[CH:11][N:10]=2)C=CC=1.[OH:24][C:25]1[C:26]([CH3:32])=[C:27]([CH:29]=[CH:30][CH:31]=1)[NH2:28].Cl[C:34]1N=C(Cl)C(F)=CN=1. No catalyst specified. The product is [OH:24][C:25]1[C:26]([CH3:32])=[C:27]([NH:28][C:9]2[N:14]=[C:13]([NH:15][C:16]3[CH:21]=[CH:20][CH:19]=[C:18]([OH:22])[C:17]=3[CH3:34])[C:12]([F:23])=[CH:11][N:10]=2)[CH:29]=[CH:30][CH:31]=1. The yield is 0.880. (3) The reactants are [CH2:1]([O:3][C:4]([CH:6]1[N:30]=[CH:29][C@:28]2([C:31](=[O:34])[CH2:32][OH:33])[C@H:7]1[CH2:8][C@H:9]1[C@H:22]3[C@@:13]([F:26])([C@:14]4([CH3:25])[C:19]([C@@H:20]([F:23])[CH2:21]3)=[CH:18][C:17](=[O:24])[CH:16]=[CH:15]4)[C@@H:12]([OH:27])[CH2:11][C@@:10]12[CH3:35])=[O:5])[CH3:2].[BH3-]C#N.[Na+].C(O)(=O)C.C([O-])(O)=O.[Na+]. The catalyst is CO.[Cl-].[Na+].O. The product is [CH2:1]([O:3][C:4]([CH:6]1[NH:30][CH2:29][C@:28]2([C:31](=[O:34])[CH2:32][OH:33])[C@H:7]1[CH2:8][C@H:9]1[C@H:22]3[C@@:13]([F:26])([C@:14]4([CH3:25])[C:19]([C@@H:20]([F:23])[CH2:21]3)=[CH:18][C:17](=[O:24])[CH:16]=[CH:15]4)[C@@H:12]([OH:27])[CH2:11][C@@:10]12[CH3:35])=[O:5])[CH3:2]. The yield is 0.530.